Dataset: Peptide-MHC class I binding affinity with 185,985 pairs from IEDB/IMGT. Task: Regression. Given a peptide amino acid sequence and an MHC pseudo amino acid sequence, predict their binding affinity value. This is MHC class I binding data. (1) The peptide sequence is KQWRRDNR. The MHC is Mamu-B08 with pseudo-sequence Mamu-B08. The binding affinity (normalized) is 0.187. (2) The MHC is HLA-A26:01 with pseudo-sequence HLA-A26:01. The peptide sequence is TPKKPNSAL. The binding affinity (normalized) is 0.0847. (3) The peptide sequence is DFRDYQSYR. The MHC is HLA-A03:01 with pseudo-sequence HLA-A03:01. The binding affinity (normalized) is 0. (4) The peptide sequence is IIYVGCGER. The MHC is HLA-B27:03 with pseudo-sequence HLA-B27:03. The binding affinity (normalized) is 0.0847. (5) The peptide sequence is ELSFEALSL. The MHC is HLA-A24:02 with pseudo-sequence HLA-A24:02. The binding affinity (normalized) is 0.0218.